Task: Predict the reactants needed to synthesize the given product.. Dataset: Full USPTO retrosynthesis dataset with 1.9M reactions from patents (1976-2016) (1) Given the product [Cl:69][C:58]1[CH:59]=[C:60]([C:63]2[O:64][C:65]([CH3:68])=[CH:66][CH:67]=2)[CH:61]=[CH:62][C:57]=1[S:54]([NH:53][C:51]1[CH:52]=[C:47]([NH:46][C:11](=[O:13])[C@H:9]([N:8]([CH3:14])[C:6](=[O:7])[O:5][C:2]([CH3:1])([CH3:3])[CH3:4])[CH3:10])[CH:48]=[CH:49][C:50]=1[O:70][CH3:71])(=[O:56])=[O:55], predict the reactants needed to synthesize it. The reactants are: [CH3:1][C:2]([O:5][C:6]([N:8]([CH3:14])[C@@H:9]([C:11]([OH:13])=O)[CH3:10])=[O:7])([CH3:4])[CH3:3].C(N1CCOCC1)C.O.ON1C2C=CC=CC=2N=N1.Cl.CN(C)CCCN=C=NCC.[NH2:46][C:47]1[CH:48]=[CH:49][C:50]([O:70][CH3:71])=[C:51]([NH:53][S:54]([C:57]2[CH:62]=[CH:61][C:60]([C:63]3[O:64][C:65]([CH3:68])=[CH:66][CH:67]=3)=[CH:59][C:58]=2[Cl:69])(=[O:56])=[O:55])[CH:52]=1. (2) Given the product [Br:8][C:3]1[CH:4]=[CH:5][C:6]([O:7][CH:10]2[CH2:11][CH2:12][N:28]([CH3:35])[CH2:9]2)=[CH:1][CH:2]=1, predict the reactants needed to synthesize it. The reactants are: [CH:1]1[C:6]([OH:7])=[CH:5][CH:4]=[C:3]([Br:8])[CH:2]=1.[C:9]1(P([C:10]2[CH:9]=CC=[CH:12][CH:11]=2)[C:10]2[CH:9]=CC=[CH:12][CH:11]=2)C=C[CH:12]=[CH:11][CH:10]=1.[N:28]([C:35](OCC)=O)=NC(OCC)=O. (3) Given the product [Si:16]([O:23][C@@H:24]1[CH2:32][C@@H:27]2[O:28][C:29](=[O:31])[CH2:30][C@@H:26]2[C@H:25]1[CH:33]=[CH:2][CH2:3][CH2:4][CH2:5][CH2:6][CH2:7][CH3:8])([C:19]([CH3:20])([CH3:22])[CH3:21])([CH3:17])[CH3:18], predict the reactants needed to synthesize it. The reactants are: [Br-].[CH2:2]([PH3+])[CH2:3][CH2:4][CH2:5][CH2:6][CH2:7][CH3:8].CC(C)([O-])C.[K+].[Si:16]([O:23][C@@H:24]1[CH2:32][C@@H:27]2[O:28][C:29](=[O:31])[CH2:30][C@@H:26]2[C@H:25]1[CH:33]=O)([C:19]([CH3:22])([CH3:21])[CH3:20])([CH3:18])[CH3:17]. (4) Given the product [OH:23][C:7]1[C:8]2[S:14][C:13]([N:15]([CH3:22])[C:16]3[CH:17]=[CH:18][CH:19]=[CH:20][CH:21]=3)=[N:12][C:9]=2[CH:10]=[N:11][C:6]=1[C:4]([NH:24][CH2:25][C:26]([OH:28])=[O:27])=[O:5], predict the reactants needed to synthesize it. The reactants are: C(O[C:4]([C:6]1[N:11]=[CH:10][C:9]2[N:12]=[C:13]([N:15]([CH3:22])[C:16]3[CH:21]=[CH:20][CH:19]=[CH:18][CH:17]=3)[S:14][C:8]=2[C:7]=1[OH:23])=[O:5])C.[NH2:24][CH2:25][C:26]([OH:28])=[O:27]. (5) Given the product [CH3:50][C:49]1([CH3:51])[CH:48]([OH:52])[C:10]2[C:9](=[CH:14][CH:13]=[C:12]([C:15]([F:16])([F:17])[F:18])[CH:11]=2)[NH:8][CH:7]1[C:6]1[CH:19]=[CH:20][CH:21]=[C:4]([N+:1]([O-:3])=[O:2])[CH:5]=1, predict the reactants needed to synthesize it. The reactants are: [N+:1]([C:4]1[CH:5]=[C:6]([CH:19]=[CH:20][CH:21]=1)[CH:7]=[N:8][C:9]1[CH:14]=[CH:13][C:12]([C:15]([F:18])([F:17])[F:16])=[CH:11][CH:10]=1)([O-:3])=[O:2].O.[O-]S(C(F)(F)F)(=O)=O.[Yb+3].[O-]S(C(F)(F)F)(=O)=O.[O-]S(C(F)(F)F)(=O)=O.[CH:48](=[O:52])[CH:49]([CH3:51])[CH3:50].O. (6) The reactants are: [CH3:1][C:2](=[CH2:6])[CH2:3][Mg]Cl.[F:7][C:8]([F:17])([F:16])[C:9](=[O:15])[C:10]([O:12][CH2:13][CH3:14])=[O:11]. Given the product [CH2:13]([O:12][C:10](=[O:11])[C:9]([OH:15])([C:8]([F:16])([F:17])[F:7])[CH2:3][C:2]([CH3:6])=[CH2:1])[CH3:14], predict the reactants needed to synthesize it. (7) Given the product [C:25]([O:29][C:30]([NH:32][C:33]1[C:34]([C:43]([NH:47][C@@H:48]([CH:53]2[CH2:58][CH2:57][CH2:56][CH2:55][CH2:54]2)[C:49]([O:51][CH3:52])=[O:50])=[O:44])=[CH:35][C:36]2[C:41]([CH:42]=1)=[CH:40][CH:39]=[CH:38][CH:37]=2)=[O:31])([CH3:28])([CH3:26])[CH3:27], predict the reactants needed to synthesize it. The reactants are: CN(C(ON1N=NC2C=CC=NC1=2)=[N+](C)C)C.F[P-](F)(F)(F)(F)F.[C:25]([O:29][C:30]([NH:32][C:33]1[C:34]([C:43](O)=[O:44])=[CH:35][C:36]2[C:41]([CH:42]=1)=[CH:40][CH:39]=[CH:38][CH:37]=2)=[O:31])([CH3:28])([CH3:27])[CH3:26].Cl.[NH2:47][C@@H:48]([CH:53]1[CH2:58][CH2:57][CH2:56][CH2:55][CH2:54]1)[C:49]([O:51][CH3:52])=[O:50].C(N(C(C)C)CC)(C)C. (8) Given the product [S:26]1[CH:27]=[CH:28][N:29]=[C:25]1[NH:24][C:14](=[O:15])[C@@H:13]([N:11]1[CH2:12][C:8]2[CH2:7][C:6]3[CH:5]=[CH:4][CH:3]=[C:2]([Cl:1])[C:23]=3[O:22][C:9]=2[C:10]1=[O:21])[CH2:17][CH:18]([CH3:19])[CH3:20], predict the reactants needed to synthesize it. The reactants are: [Cl:1][C:2]1[C:23]2[O:22][C:9]3[C:10](=[O:21])[N:11]([C@@H:13]([CH2:17][CH:18]([CH3:20])[CH3:19])[C:14](O)=[O:15])[CH2:12][C:8]=3[CH2:7][C:6]=2[CH:5]=[CH:4][CH:3]=1.[NH2:24][C:25]1[S:26][CH:27]=[CH:28][N:29]=1.ON1C2C=CC=CC=2N=N1. (9) Given the product [Cl:1][C:2]1[N:7]=[C:6]([CH2:8][OH:9])[CH:5]=[N:4][CH:3]=1, predict the reactants needed to synthesize it. The reactants are: [Cl:1][C:2]1[N:7]=[C:6]([C:8](OC)=[O:9])[CH:5]=[N:4][CH:3]=1.[BH4-].[Na+].C([O-])([O-])=O.[K+].[K+].CCO.